From a dataset of Forward reaction prediction with 1.9M reactions from USPTO patents (1976-2016). Predict the product of the given reaction. (1) Given the reactants CC(C)([O-])C.[Na+].Cl[C:8]1[N:13]=[C:12]([CH2:14][OH:15])[C:11]2[C:16]([O:38][CH3:39])=[N:17][N:18]([C:19]([C:32]3[CH:37]=[CH:36][CH:35]=[CH:34][CH:33]=3)([C:26]3[CH:31]=[CH:30][CH:29]=[CH:28][CH:27]=3)[C:20]3[CH:25]=[CH:24][CH:23]=[CH:22][CH:21]=3)[C:10]=2[CH:9]=1.[C:40](=[O:50])([O:42][CH2:43][C:44]1[CH:49]=[CH:48][CH:47]=[CH:46][CH:45]=1)[NH2:41], predict the reaction product. The product is: [CH2:43]([O:42][C:40](=[O:50])[NH:41][C:8]1[N:13]=[C:12]([CH2:14][OH:15])[C:11]2[C:16]([O:38][CH3:39])=[N:17][N:18]([C:19]([C:32]3[CH:37]=[CH:36][CH:35]=[CH:34][CH:33]=3)([C:26]3[CH:31]=[CH:30][CH:29]=[CH:28][CH:27]=3)[C:20]3[CH:25]=[CH:24][CH:23]=[CH:22][CH:21]=3)[C:10]=2[CH:9]=1)[C:44]1[CH:49]=[CH:48][CH:47]=[CH:46][CH:45]=1. (2) Given the reactants [H-].[Na+].[OH:3][CH2:4][CH:5]1[CH2:9][N:8]([S:10]([CH3:13])(=[O:12])=[O:11])[CH2:7][CH:6]1[CH2:14][OH:15].[CH2:16](Br)[C:17]1[CH:22]=[CH:21][CH:20]=[CH:19][CH:18]=1, predict the reaction product. The product is: [CH2:16]([O:15][CH2:14][CH:6]1[CH2:7][N:8]([S:10]([CH3:13])(=[O:12])=[O:11])[CH2:9][CH:5]1[CH2:4][OH:3])[C:17]1[CH:22]=[CH:21][CH:20]=[CH:19][CH:18]=1. (3) Given the reactants C[O:2][C:3](=[O:39])[C@@H:4]([NH:14][C:15]([C:17]1[S:18][C:19]([C:28](=[O:38])[NH:29][CH2:30][C:31]2[CH:36]=[CH:35][CH:34]=[C:33]([OH:37])[CH:32]=2)=[CH:20][C:21]=1[C:22]1[CH:27]=[CH:26][CH:25]=[CH:24][CH:23]=1)=[O:16])[CH2:5][NH:6][C:7]([C:9]1[S:10][CH:11]=[CH:12][CH:13]=1)=[O:8].O.[OH-].[Li+].Cl, predict the reaction product. The product is: [OH:37][C:33]1[CH:32]=[C:31]([CH:36]=[CH:35][CH:34]=1)[CH2:30][NH:29][C:28]([C:19]1[S:18][C:17]([C:15]([NH:14][C@@H:4]([CH2:5][NH:6][C:7]([C:9]2[S:10][CH:11]=[CH:12][CH:13]=2)=[O:8])[C:3]([OH:39])=[O:2])=[O:16])=[C:21]([C:22]2[CH:27]=[CH:26][CH:25]=[CH:24][CH:23]=2)[CH:20]=1)=[O:38]. (4) The product is: [CH:1]1([C:6]2[C:15]([CH2:16][C:17]3[CH:18]=[CH:19][C:20]([C:23]([F:24])([F:25])[F:26])=[CH:21][CH:22]=3)=[C:14]([CH:28]([CH3:29])[CH3:30])[CH:13]=[C:12]3[C:7]=2[C:8](=[O:33])[CH2:9][C:10]([CH3:31])([CH3:32])[O:11]3)[CH2:2][CH2:3][CH2:4][CH2:5]1. Given the reactants [C:1]1([C:6]2[C:15]([CH:16](O)[C:17]3[CH:22]=[CH:21][C:20]([C:23]([F:26])([F:25])[F:24])=[CH:19][CH:18]=3)=[C:14]([CH:28]([CH3:30])[CH3:29])[CH:13]=[C:12]3[C:7]=2[C:8](=[O:33])[CH2:9][C:10]([CH3:32])([CH3:31])[O:11]3)[CH2:5][CH2:4][CH2:3][CH:2]=1, predict the reaction product. (5) Given the reactants C([O:3][C:4](=O)[N:5]([C:14]1[CH:19]=[C:18]([C:20]([F:23])([F:22])[F:21])[N:17]=[C:16]([NH2:24])[C:15]=1[N+:25]([O-])=O)[CH2:6][C:7]1[CH:8]=[N:9][C:10]([CH3:13])=[CH:11][CH:12]=1)C, predict the reaction product. The product is: [NH2:24][C:16]1[C:15]2[NH:25][C:4](=[O:3])[N:5]([CH2:6][C:7]3[CH:8]=[N:9][C:10]([CH3:13])=[CH:11][CH:12]=3)[C:14]=2[CH:19]=[C:18]([C:20]([F:23])([F:22])[F:21])[N:17]=1. (6) The product is: [Cl:35][C:32]1[CH:33]=[CH:34][C:17]2[N:16]3[CH:36]=[CH:37][CH:38]=[C:15]3[C@@H:14]([CH2:13][CH2:12][N:10]3[CH:11]=[C:7]([CH2:6][C:39]#[N:40])[N:8]=[N:9]3)[O:20][C@H:19]([C:21]3[CH:26]=[CH:25][CH:24]=[C:23]([O:27][CH3:28])[C:22]=3[O:29][CH3:30])[C:18]=2[CH:31]=1. Given the reactants CS(O[CH2:6][C:7]1[N:8]=[N:9][N:10]([CH2:12][CH2:13][C@H:14]2[O:20][C@H:19]([C:21]3[CH:26]=[CH:25][CH:24]=[C:23]([O:27][CH3:28])[C:22]=3[O:29][CH3:30])[C:18]3[CH:31]=[C:32]([Cl:35])[CH:33]=[CH:34][C:17]=3[N:16]3[CH:36]=[CH:37][CH:38]=[C:15]23)[CH:11]=1)(=O)=O.[C-:39]#[N:40].[Na+], predict the reaction product. (7) Given the reactants Cl[C:2]1[N:7]=[C:6]([NH:8][CH2:9][C:10]#[CH:11])[N:5]=[C:4]([N:12]([CH3:15])[O:13][CH3:14])[N:3]=1.[NH2:16][CH2:17][CH:18]([OH:20])[CH3:19].C([O-])(O)=O.[Na+], predict the reaction product. The product is: [CH3:14][O:13][N:12]([C:4]1[N:5]=[C:6]([NH:8][CH2:9][C:10]#[CH:11])[N:7]=[C:2]([NH:16][CH2:17][CH:18]([OH:20])[CH3:19])[N:3]=1)[CH3:15].